From a dataset of Experimentally validated miRNA-target interactions with 360,000+ pairs, plus equal number of negative samples. Binary Classification. Given a miRNA mature sequence and a target amino acid sequence, predict their likelihood of interaction. (1) The miRNA is mmu-miR-669e-5p with sequence UGUCUUGUGUGUGCAUGUUCAU. The protein sequence of the target gene is MQFMLLFSRQGKLRLQKWYVPLSDKEKKKITRELVQTVLARKPKMCSFLEWRDLKIVYKRYASLYFCCAIEDQDNELITLEIIHRYVELLDKYFGSVCELDIIFNFEKAYFILDEFLLGGEVQETSKKNVLKAIEQADLLQEEAETPRSVLEEIGLT. Result: 0 (no interaction). (2) The miRNA is mmu-miR-17-5p with sequence CAAAGUGCUUACAGUGCAGGUAG. The protein sequence of the target gene is MTKSYSESGLMGEPQPQGPPSWTDECLSSQDEEHEADKKEDELEAMNAEEDSLRNGGEEEEEDEDLEEEEEEEEEEEDQKPKRRGPKKKKMTKARLERFKLRRMKANARERNRMHGLNAALDNLRKVVPCYSKTQKLSKIETLRLAKNYIWALSEILRSGKSPDLVSFVQTLCKGLSQPTTNLVAGCLQLNPRTFLPEQNPDMPPHLPTASASFPVHPYSYQSPGLPSPPYGTMDSSHVFHVKPPPHAYSAALEPFFESPLTDCTSPSFDGPLSPPLSINGNFSFKHEPSAEFEKNYAFT.... Result: 1 (interaction). (3) Result: 0 (no interaction). The miRNA is hsa-miR-6868-5p with sequence ACUGGCAGAACACUGAAGCAGC. The protein sequence of the target gene is MWRLVPLKLGRLSRALKLAALGSLLVLMLLHSPSLLASWQRNELADRRFLQLNKCPACFGTSWCRRFLNGQVGFETWGRLRLLDFLNVKNVYFAQYGEPREGGRRRVVLKRLGSQRELAQLDQSICKRATGRPRCDLLQAMPRTEFARLNGDVRLLTPEAVEGWSDLVHCPSQRLLDRLVRRYAETKDSGSFLLRNLKDSERMQLLLTLAFNPEPLVLQSFPSDEGWPFAKYLGACGRMVAVNYVGEELWSYFNAPWEKRVDLAWQLMEIAEQLTNNDFEFALYLLDVSFDNFAVGPRDG.... (4) The miRNA is hsa-miR-26b-5p with sequence UUCAAGUAAUUCAGGAUAGGU. The protein sequence of the target gene is MDPTALVEAIVEEVACPICMTFLREPMSIDCGHSFCHSCLSGLWEIPGESQNWGYTCPLCRAPVQPRNLRPNWQLANVVEKVRLLRLHPGMGLKGDLCERHGEKLKMFCKEDVLIMCEACSQSPEHEAHSVVPMEDVAWEYKWELHEALEHLKKEQEEAWKLEVGERKRTATWKIQVETRKQSIVWEFEKYQRLLEKKQPPHRQLGAEVAAALASLQREAAETMQKLELNHSELIQQSQVLWRMIAELKERSQRPVRWMLQDIQEVLNRSKSWSLQQPEPISLELKTDCRVLGLREILKT.... Result: 1 (interaction). (5) The miRNA is hsa-miR-762 with sequence GGGGCUGGGGCCGGGGCCGAGC. The protein sequence of the target gene is MTAMEGASGSSFGIDTILSGAGSGSPGMMNGDFRSLGEARTTDFRSQATPSPCSEIDTVGTAPSSPISVTLEPPEPHLVTDGPQHHHHLHHSQQPPPPSAVPAQSLQPSPQQQPPPQPQSAAQQLGSAAAAPRTSTSSFLIKDILGDSKPLAACAPYSTSVSSPHHTPKQESNAAHESFRPKLEQEDGKTKLDKREDPQSDIKCHGTKEEGDREITSSRESPPVRAKKPRKARTAFSDHQLNQLERSFERQKYLSVQDRMDLAAALNLTDTQVKTWYQNRRTKWKRQTAVGLELLAEAGN.... Result: 0 (no interaction). (6) The miRNA is hsa-miR-4321 with sequence UUAGCGGUGGACCGCCCUGCG. The protein sequence of the target gene is MRAVSVWYCCPWGLLLLHCLCSFSVGSPSPSISPEKKVGSQGLRFRLAGFPRKPYEGRVEIQRAGEWGTICDDDFTLQAAHVLCRELGFTEATGWTHSAKYGPGTGRIWLDNLSCRGTEGSVTECASRGWGNSDCTHDEDAGVICKDQRLPGFSDSNVIEVEHQLQVEEVRLRPAVEWGRRPLPVTEGLVEVRLPEGWSQVCDKGWSAHNSHVVCGMLGFPGEKRVNMAFYRMLAQKKQHSFGLHSVACVGTEAHLSLCSLEFYRANDTTRCSGGNPAVVSCVLGPLYATFTGQKKQQHS.... Result: 0 (no interaction). (7) The miRNA is mmu-miR-362-3p with sequence AACACACCUGUUCAAGGAUUCA. The protein sequence of the target gene is MNDDNSDRTEDGSRYVFIRDKNSNPSEYYQTSLSAQCPSVSHGDWNSDNPDAMVVDYEMDPAVDSSESVSLSHQCVEELAYPEPSSDFMGKHEFTMYSELTCQSPALVNTGKPQDLHSNCDSLEAIQDEKFDPLKPCECRSDDDYACGDSPEVLELKQTYGMKVDTANYTFIARHDIEQGQPLHAPGGLQTTVRDRNALSSCGRTPPHSSKMYVRGVNYNRENFENLQATPSKTLNTTFTVISDVLMQTDSPDVGVQGQNSLGNVTKEYTDGTRRGLIGEKEIQAVTLVSDGMEVPNGSA.... Result: 1 (interaction). (8) The miRNA is hsa-miR-378a-5p with sequence CUCCUGACUCCAGGUCCUGUGU. The protein sequence of the target gene is MSSPGPSQPPAEDPPWPARLLRAPLGLLRLDPSGGALLLCGLVALLGWSWLRRRRARGIPPGPTPWPLVGNFGHVLLPPFLRRRSWLSSRTRAAGIDPSVIGPQVLLAHLARVYGSIFSFFIGHYLVVVLSDFHSVREALVQQAEVFSDRPRVPLISIVTKEKGVVFAHYGPVWRQQRKFSHSTLRHFGLGKLSLEPKIIEEFKYVKAEMQKHGEDPFCPFSIISNAVSNIICSLCFGQRFDYTNSEFKKMLGFMSRGLEICLNSQVLLVNICPWLYYLPFGPFKELRQIEKDITSFLKK.... Result: 1 (interaction). (9) The miRNA is hsa-miR-1285-5p with sequence GAUCUCACUUUGUUGCCCAGG. The protein sequence of the target gene is MAKRTKKVGIVGKYGTRYGASLRKMVKKIEISQHAKYTCSFCGKTKMKRRAVGIWHCGSCMKTVAGGAWTYNTTSAVTVKSAIRRLKELKDQ. Result: 1 (interaction).